Dataset: Reaction yield outcomes from USPTO patents with 853,638 reactions. Task: Predict the reaction yield, written as a fraction of the theoretical maximum amount of product (1.0 means a 100% yield; for example, 0.34 means a 34% yield). (1) The reactants are [Br:1][C:2]1[CH:7]=[CH:6][C:5]([C:8]([CH3:12])([CH3:11])[CH2:9][OH:10])=[CH:4][CH:3]=1.I[CH3:14].[H-].[Na+]. The catalyst is CN(C=O)C. The product is [Br:1][C:2]1[CH:3]=[CH:4][C:5]([C:8]([CH3:12])([CH3:11])[CH2:9][O:10][CH3:14])=[CH:6][CH:7]=1. The yield is 0.870. (2) The reactants are [Cl:1][C:2]1[CH:7]=[CH:6][N:5]=[C:4]2[NH:8][C:9]([C:11]3[CH:16]=[CH:15][C:14]([CH2:17][N:18]4[CH2:23][CH2:22][N:21]([CH3:24])[CH2:20][CH2:19]4)=[CH:13][CH:12]=3)=[N:10][C:3]=12.[C:25]([C:28]1[CH:33]=[CH:32][C:31](B(O)O)=[CH:30][CH:29]=1)(=[O:27])[NH2:26].C(=O)([O-])[O-].[Na+].[Na+]. The catalyst is C1C=CC(P(C2C=CC=CC=2)[C-]2C=CC=C2)=CC=1.C1C=CC(P(C2C=CC=CC=2)[C-]2C=CC=C2)=CC=1.Cl[Pd]Cl.[Fe+2]. The product is [ClH:1].[CH3:24][N:21]1[CH2:22][CH2:23][N:18]([CH2:17][C:14]2[CH:15]=[CH:16][C:11]([C:9]3[NH:8][C:4]4=[N:5][CH:6]=[CH:7][C:2]([C:31]5[CH:32]=[CH:33][C:28]([C:25]([NH2:26])=[O:27])=[CH:29][CH:30]=5)=[C:3]4[N:10]=3)=[CH:12][CH:13]=2)[CH2:19][CH2:20]1. The yield is 0.550. (3) The yield is 0.540. The catalyst is O1CCOCC1.C1(C)C=CC=CC=1. The product is [CH:1]([NH:4][C:15]([C:14]1[S:13][C:12]([CH2:18][CH2:19][C:20]2[C:21]([C:26]3[CH:31]=[CH:30][CH:29]=[CH:28][CH:27]=3)=[N:22][O:23][C:24]=2[CH3:25])=[N:11][C:10]=1[CH3:9])=[O:16])([CH3:3])[CH3:2]. The reactants are [CH:1]([NH2:4])([CH3:3])[CH3:2].C[Al](C)C.[CH3:9][C:10]1[N:11]=[C:12]([CH2:18][CH2:19][C:20]2[C:21]([C:26]3[CH:31]=[CH:30][CH:29]=[CH:28][CH:27]=3)=[N:22][O:23][C:24]=2[CH3:25])[S:13][C:14]=1[C:15](O)=[O:16]. (4) The reactants are Br[C:2]1[CH:3]=[C:4]2[C:8](=[CH:9][CH:10]=1)[N:7]([CH2:11][CH2:12][CH:13]1[CH2:17][CH2:16][CH2:15][N:14]1[CH3:18])[C:6]([C:19]1[CH:24]=[CH:23][C:22]([N+:25]([O-:27])=[O:26])=[CH:21][CH:20]=1)=[CH:5]2.C(P(C(C)(C)C)C(C)(C)C)(C)(C)C.C[Si]([N-:45][Si](C)(C)C)(C)C.[Li+].C(OCC)(=O)C. The catalyst is O.[OH-].[Na+].[Pd].[Pd].C(=CC(C=CC1C=CC=CC=1)=O)C1C=CC=CC=1.C(=CC(C=CC1C=CC=CC=1)=O)C1C=CC=CC=1.C(=CC(C=CC1C=CC=CC=1)=O)C1C=CC=CC=1. The product is [CH3:18][N:14]1[CH2:15][CH2:16][CH2:17][CH:13]1[CH2:12][CH2:11][N:7]1[C:8]2[C:4](=[CH:3][C:2]([NH2:45])=[CH:10][CH:9]=2)[CH:5]=[C:6]1[C:19]1[CH:24]=[CH:23][C:22]([N+:25]([O-:27])=[O:26])=[CH:21][CH:20]=1. The yield is 0.240.